From a dataset of Full USPTO retrosynthesis dataset with 1.9M reactions from patents (1976-2016). Predict the reactants needed to synthesize the given product. (1) Given the product [O:26]1[C:25]2[CH:29]=[CH:30][C:22]([C:20]3[N:21]=[C:17]([CH:14]4[CH2:15][CH2:16][CH:11]([NH2:10])[CH2:12][CH2:13]4)[NH:18][C:19]=3[C:31]3[CH:36]=[CH:35][CH:34]=[C:33]([CH3:37])[N:32]=3)=[CH:23][C:24]=2[O:28][CH2:27]1, predict the reactants needed to synthesize it. The reactants are: C(OC(=O)[NH:10][CH:11]1[CH2:16][CH2:15][CH:14]([C:17]2[NH:18][C:19]([C:31]3[CH:36]=[CH:35][CH:34]=[C:33]([CH3:37])[N:32]=3)=[C:20]([C:22]3[CH:30]=[CH:29][C:25]4[O:26][CH2:27][O:28][C:24]=4[CH:23]=3)[N:21]=2)[CH2:13][CH2:12]1)C1C=CC=CC=1. (2) The reactants are: [F:1][C:2]([F:14])([F:13])[O:3][C:4]1[CH:5]=[CH:6][CH:7]=[C:8]2[C:12]=1[NH:11][CH:10]=[CH:9]2.Br[CH2:16][CH2:17][CH2:18][F:19]. Given the product [F:19][CH2:18][CH2:17][CH2:16][N:11]1[C:12]2[C:8](=[CH:7][CH:6]=[CH:5][C:4]=2[O:3][C:2]([F:1])([F:13])[F:14])[CH:9]=[CH:10]1, predict the reactants needed to synthesize it. (3) Given the product [F:26][C:14]1[CH:15]=[C:16]([N:20]2[CH2:25][CH2:24][O:23][CH2:22][CH2:21]2)[C:17]([F:19])=[CH:18][C:13]=1[N:6]1[CH:7]=[C:8]([O:11][CH3:12])[C:9](=[O:10])[C:4]([C:1]2[N:41]([C:35]3[CH:40]=[CH:39][CH:38]=[CH:37][CH:36]=3)[N:42]=[CH:27][CH:2]=2)=[N:5]1, predict the reactants needed to synthesize it. The reactants are: [C:1]([C:4]1[C:9](=[O:10])[C:8]([O:11][CH3:12])=[CH:7][N:6]([C:13]2[CH:18]=[C:17]([F:19])[C:16]([N:20]3[CH2:25][CH2:24][O:23][CH2:22][CH2:21]3)=[CH:15][C:14]=2[F:26])[N:5]=1)(=O)[CH3:2].[CH3:27]OC(OC)N(C)C.[C:35]1([NH:41][NH2:42])[CH:40]=[CH:39][CH:38]=[CH:37][CH:36]=1. (4) Given the product [NH2:1][C:2]1[N:7]=[CH:6][C:5](/[CH:8]=[CH:9]/[C:10]([OH:12])=[O:11])=[CH:4][CH:3]=1, predict the reactants needed to synthesize it. The reactants are: [NH2:1][C:2]1[N:7]=[CH:6][C:5](/[CH:8]=[CH:9]/[C:10]([O:12]CC2C=CC=CC=2)=[O:11])=[CH:4][CH:3]=1.[OH-].[Na+]. (5) Given the product [C:1]([O:5][C:6](=[O:24])[NH:7][C:8]1[C:13]([CH:25]2[CH2:27][CH2:26]2)=[CH:12][N:11]2[CH:15]=[C:16]([C:18]3[CH:23]=[CH:22][CH:21]=[CH:20][CH:19]=3)[N:17]=[C:10]2[CH:9]=1)([CH3:4])([CH3:3])[CH3:2], predict the reactants needed to synthesize it. The reactants are: [C:1]([O:5][C:6](=[O:24])[NH:7][C:8]1[C:13](Br)=[CH:12][N:11]2[CH:15]=[C:16]([C:18]3[CH:23]=[CH:22][CH:21]=[CH:20][CH:19]=3)[N:17]=[C:10]2[CH:9]=1)([CH3:4])([CH3:3])[CH3:2].[CH:25]1(B(O)O)[CH2:27][CH2:26]1.P([O-])([O-])([O-])=O.[K+].[K+].[K+].C1(P(C2CCCCC2)C2CCCCC2)CCCCC1. (6) Given the product [CH3:5][O:6][C:7]1[CH:12]=[C:11]([CH2:13][Cl:3])[CH:10]=[CH:9][N:8]=1, predict the reactants needed to synthesize it. The reactants are: O=S(Cl)[Cl:3].[CH3:5][O:6][C:7]1[CH:12]=[C:11]([CH2:13]O)[CH:10]=[CH:9][N:8]=1. (7) Given the product [NH:15]1[CH2:14][CH2:13][N:16]=[C:2]1[CH2:3][CH2:4][NH:5][C:6](=[O:12])[O:7][C:8]([CH3:11])([CH3:10])[CH3:9], predict the reactants needed to synthesize it. The reactants are: O=[CH:2][CH2:3][CH2:4][NH:5][C:6](=[O:12])[O:7][C:8]([CH3:11])([CH3:10])[CH3:9].[CH2:13]([NH2:16])[CH2:14][NH2:15].C(=O)([O-])[O-].[K+].[K+].II. (8) Given the product [CH2:1]([O:3][C:4]1[CH:5]=[C:6]([O:24][C:25]2[CH:26]=[N:27][C:28]([S:31]([CH3:34])(=[O:32])=[O:33])=[CH:29][CH:30]=2)[CH:7]=[C:8]2[C:12]=1[NH:11][C:10]([C:13]1[S:14][CH:15]([CH2:18][CH2:19][OH:20])[CH2:16][N:17]=1)=[CH:9]2)[CH3:2], predict the reactants needed to synthesize it. The reactants are: [CH2:1]([O:3][C:4]1[CH:5]=[C:6]([O:24][C:25]2[CH:26]=[N:27][C:28]([S:31]([CH3:34])(=[O:33])=[O:32])=[CH:29][CH:30]=2)[CH:7]=[C:8]2[C:12]=1[NH:11][C:10]([C:13]1[S:14][CH:15]([CH2:18][C:19](OCC)=[O:20])[CH2:16][N:17]=1)=[CH:9]2)[CH3:2].CO.[BH4-].[Li+]. (9) Given the product [CH3:10][O:11][C:12](=[O:22])[CH2:13][C:14]1[CH:19]=[CH:18][CH:17]=[C:16]([CH2:20][NH:5][CH2:4][C:3]2[CH:6]=[CH:7][CH:8]=[CH:9][C:2]=2[OH:1])[CH:15]=1, predict the reactants needed to synthesize it. The reactants are: [OH:1][C:2]1[CH:9]=[CH:8][CH:7]=[CH:6][C:3]=1[CH2:4][NH2:5].[CH3:10][O:11][C:12](=[O:22])[CH2:13][C:14]1[CH:19]=[CH:18][CH:17]=[C:16]([CH:20]=O)[CH:15]=1.C(O)(=O)C.C(O[BH-](OC(=O)C)OC(=O)C)(=O)C.[Na+]. (10) The reactants are: [Br:1][C:2]1[CH:3]=[CH:4][C:5]([F:35])=[C:6]([C@:8]2([CH3:34])[C@H:14]3[C@:12]([C:15]([OH:17])=O)([CH2:13]3)[S:11][C:10]([N:18]([C:27]([O:29][C:30]([CH3:33])([CH3:32])[CH3:31])=[O:28])[CH2:19][O:20][CH2:21][CH2:22][Si:23]([CH3:26])([CH3:25])[CH3:24])=[N:9]2)[CH:7]=1.[C:36]([NH2:40])([CH3:39])([CH3:38])[CH3:37].CCN(C(C)C)C(C)C.CN(C(ON1N=NC2C=CC=NC1=2)=[N+](C)C)C.F[P-](F)(F)(F)(F)F. Given the product [C:30]([O:29][C:27](=[O:28])[N:18]([C:10]1[S:11][C@:12]2([C:15](=[O:17])[NH:40][C:36]([CH3:39])([CH3:38])[CH3:37])[C@H:14]([C@:8]([C:6]3[CH:7]=[C:2]([Br:1])[CH:3]=[CH:4][C:5]=3[F:35])([CH3:34])[N:9]=1)[CH2:13]2)[CH2:19][O:20][CH2:21][CH2:22][Si:23]([CH3:24])([CH3:25])[CH3:26])([CH3:31])([CH3:32])[CH3:33], predict the reactants needed to synthesize it.